Dataset: Forward reaction prediction with 1.9M reactions from USPTO patents (1976-2016). Task: Predict the product of the given reaction. (1) Given the reactants [Cl:1][C:2]1[C:21](I)=[CH:20][C:5]([C:6]([NH:8][C:9]2[CH:14]=[CH:13][C:12]([O:15][C:16]([Cl:19])([F:18])[F:17])=[CH:11][CH:10]=2)=[O:7])=[CH:4][N:3]=1.[F:23][C:24]1[CH:25]=[N:26][CH:27]=[C:28](B(O)O)[CH:29]=1, predict the reaction product. The product is: [Cl:1][C:2]1[C:21]([C:28]2[CH:27]=[N:26][CH:25]=[C:24]([F:23])[CH:29]=2)=[CH:20][C:5]([C:6]([NH:8][C:9]2[CH:14]=[CH:13][C:12]([O:15][C:16]([Cl:19])([F:18])[F:17])=[CH:11][CH:10]=2)=[O:7])=[CH:4][N:3]=1. (2) Given the reactants Cl.[Cl:2][C:3]1[CH:35]=[CH:34][C:6]2[N:7]([CH2:10][C:11]3[C:19]4[C:14](=[N:15][CH:16]=[CH:17][CH:18]=4)[N:13]([C:20]([N:22]([CH3:33])[CH2:23][CH2:24][NH:25]C(=O)OC(C)(C)C)=[O:21])[N:12]=3)[N:8]=[N:9][C:5]=2[C:4]=1[O:36][C:37]1[CH:42]=[C:41]([C:43]#[N:44])[CH:40]=[C:39]([Cl:45])[CH:38]=1, predict the reaction product. The product is: [Cl-:2].[Cl:2][C:3]1[CH:35]=[CH:34][C:6]2[N:7]([CH2:10][C:11]3[C:19]4[C:14](=[N:15][CH:16]=[CH:17][CH:18]=4)[N:13]([C:20]([N:22]([CH3:33])[CH2:23][CH2:24][NH3+:25])=[O:21])[N:12]=3)[N:8]=[N:9][C:5]=2[C:4]=1[O:36][C:37]1[CH:42]=[C:41]([C:43]#[N:44])[CH:40]=[C:39]([Cl:45])[CH:38]=1. (3) Given the reactants [CH2:1]([O:5][CH2:6][CH2:7][CH2:8][CH2:9][OH:10])[CH:2]1[O:4][CH2:3]1.[C:11](OC)(=[O:14])[CH:12]=[CH2:13], predict the reaction product. The product is: [CH2:13]=[CH:12][C:11]([O:10][CH2:9][CH2:8][CH2:7][CH2:6][O:5][CH2:1][CH:2]1[O:4][CH2:3]1)=[O:14]. (4) The product is: [BH3:1].[CH2:3]([C:5]1[CH:6]=[CH:7][C:8]([CH3:11])=[N:9][CH:10]=1)[CH3:4]. Given the reactants [B:1]#B.[CH2:3]([C:5]1[CH:6]=[CH:7][C:8]([CH3:11])=[N:9][CH:10]=1)[CH3:4], predict the reaction product.